Dataset: Reaction yield outcomes from USPTO patents with 853,638 reactions. Task: Predict the reaction yield, written as a fraction of the theoretical maximum amount of product (1.0 means a 100% yield; for example, 0.34 means a 34% yield). (1) The reactants are C(=O)([O-])[O-].[K+].[K+].[OH:7][C:8]1[CH:9]=[C:10]([CH:20]=[C:21]([O:23][C@H:24]([CH2:27][OH:28])[CH2:25][CH3:26])[CH:22]=1)[C:11]([NH:13][C:14]1[CH:18]=[CH:17][N:16]([CH3:19])[N:15]=1)=[O:12].[F:29][C:30]1[CH:31]=[C:32]([CH:39]=[CH:40][C:41]=1F)[C:33]([N:35]1[CH2:38][CH2:37][CH2:36]1)=[O:34]. The catalyst is C(#N)C. The product is [N:35]1([C:33]([C:32]2[CH:39]=[CH:40][C:41]([O:7][C:8]3[CH:9]=[C:10]([CH:20]=[C:21]([O:23][C@H:24]([CH2:27][OH:28])[CH2:25][CH3:26])[CH:22]=3)[C:11]([NH:13][C:14]3[CH:18]=[CH:17][N:16]([CH3:19])[N:15]=3)=[O:12])=[C:30]([F:29])[CH:31]=2)=[O:34])[CH2:38][CH2:37][CH2:36]1. The yield is 0.400. (2) The reactants are [NH2:1][C:2]1[C:3]([C:7]2[N:11]([C:12]3[CH:17]=[CH:16][C:15]([F:18])=[C:14]([Br:19])[CH:13]=3)[C:10](=[O:20])[O:9][N:8]=2)=[N:4][O:5][N:6]=1.[F:21][C:22]([F:33])([F:32])[C:23](O[C:23](=[O:24])[C:22]([F:33])([F:32])[F:21])=[O:24]. The catalyst is N1C=CC=CC=1.CN(C)C1C=CN=CC=1. The product is [Br:19][C:14]1[CH:13]=[C:12]([N:11]2[C:10](=[O:20])[O:9][N:8]=[C:7]2[C:3]2[C:2]([NH:1][C:23](=[O:24])[C:22]([F:33])([F:32])[F:21])=[N:6][O:5][N:4]=2)[CH:17]=[CH:16][C:15]=1[F:18]. The yield is 0.890. (3) The reactants are C([Li])CCC.Br[C:7]1[CH:12]=[C:11]([F:13])[C:10]([Br:14])=[CH:9][C:8]=1[F:15].CN([CH:19]=[O:20])C.C(OCC)(=O)C. The catalyst is CCOCC.C1COCC1.CCCCCC. The product is [Br:14][C:10]1[C:11]([F:13])=[CH:12][C:7]([CH:19]=[O:20])=[C:8]([F:15])[CH:9]=1. The yield is 0.370. (4) The product is [CH3:1][O:2][C:3]1[CH:4]=[C:5]2[C:10](=[CH:11][C:12]=1[O:13][CH3:14])[N:9]=[CH:8][CH:7]=[C:6]2[O:15][C:16]1[CH:22]=[CH:21][C:19]([NH:20][C:27](=[O:33])[O:26][C:24]2[CH:43]=[CH:44][C:39]([CH2:35][CH2:36][CH2:37][CH3:38])=[CH:40][CH:41]=2)=[CH:18][CH:17]=1. The yield is 0.750. The catalyst is C(Cl)Cl.C(N(CC)CC)C.C1(C)C=CC=CC=1. The reactants are [CH3:1][O:2][C:3]1[CH:4]=[C:5]2[C:10](=[CH:11][C:12]=1[O:13][CH3:14])[N:9]=[CH:8][CH:7]=[C:6]2[O:15][C:16]1[CH:22]=[CH:21][C:19]([NH2:20])=[CH:18][CH:17]=1.Cl[C:24](Cl)([O:26][C:27](=[O:33])OC(Cl)(Cl)Cl)Cl.[CH2:35]([C:39]1[CH:44]=[CH:43]C(O)=[CH:41][CH:40]=1)[CH2:36][CH2:37][CH3:38].C(=O)(O)[O-].[Na+].